Dataset: Full USPTO retrosynthesis dataset with 1.9M reactions from patents (1976-2016). Task: Predict the reactants needed to synthesize the given product. (1) Given the product [Si:1]([O:8][CH:9]1[CH2:10][CH2:11][CH:12]([CH2:15][OH:16])[CH2:13][CH2:14]1)([C:4]([CH3:7])([CH3:6])[CH3:5])([CH3:3])[CH3:2], predict the reactants needed to synthesize it. The reactants are: [Si:1]([O:8][CH:9]1[CH2:14][CH2:13][CH:12]([C:15](OC)=[O:16])[CH2:11][CH2:10]1)([C:4]([CH3:7])([CH3:6])[CH3:5])([CH3:3])[CH3:2].[H-].[Al+3].[Li+].[H-].[H-].[H-].O.[OH-].[Na+]. (2) Given the product [CH3:30][C:26]1([CH3:31])[CH2:25][CH2:24][C:23]([CH3:32])([CH3:33])[C:22]2[CH:21]=[C:20]([C:18]3[N:19]=[C:15]([N:12]4[CH2:13][CH2:14][N:9]([CH2:8][CH2:7][CH2:6][CH2:5][C:4]([OH:34])=[O:3])[CH2:10][CH2:11]4)[S:16][CH:17]=3)[CH:29]=[CH:28][C:27]1=2, predict the reactants needed to synthesize it. The reactants are: C([O:3][C:4](=[O:34])[CH2:5][CH2:6][CH2:7][CH2:8][N:9]1[CH2:14][CH2:13][N:12]([C:15]2[S:16][CH:17]=[C:18]([C:20]3[CH:29]=[CH:28][C:27]4[C:26]([CH3:31])([CH3:30])[CH2:25][CH2:24][C:23]([CH3:33])([CH3:32])[C:22]=4[CH:21]=3)[N:19]=2)[CH2:11][CH2:10]1)C.O.[OH-].[Li+].Cl. (3) Given the product [CH:1]1([C:6]2([CH2:7][CH2:8][C:9]3[CH:14]=[CH:13][C:12]([C:15]4([C:18]#[N:19])[CH2:16][CH2:17]4)=[C:11]([F:20])[CH:10]=3)[CH2:21][C:22](=[O:23])[CH2:27][C:26](=[O:25])[O:31]2)[CH2:5][CH2:4][CH2:3][CH2:2]1, predict the reactants needed to synthesize it. The reactants are: [CH:1]1([C:6]([OH:31])([CH2:21][C:22]2[O:23]C(C)(C)[O:25][C:26](=O)[CH:27]=2)[CH2:7][CH2:8][C:9]2[CH:14]=[CH:13][C:12]([C:15]3([C:18]#[N:19])[CH2:17][CH2:16]3)=[C:11]([F:20])[CH:10]=2)[CH2:5][CH2:4][CH2:3][CH2:2]1.[OH-].[Na+]. (4) Given the product [N+:14]([C:4]1[CH:3]=[C:2]([C:25]2[CH:30]=[CH:29][N:28]=[CH:27][CH:26]=2)[C:7]([C:8]2[O:9][CH:10]=[CH:11][N:12]=2)=[N:6][C:5]=1[NH2:13])([O-:16])=[O:15], predict the reactants needed to synthesize it. The reactants are: Br[C:2]1[CH:3]=[C:4]([N+:14]([O-:16])=[O:15])[C:5]([NH2:13])=[N:6][C:7]=1[C:8]1[O:9][CH:10]=[CH:11][N:12]=1.CC1(C)C(C)(C)OB([C:25]2[CH:30]=[CH:29][N:28]=[CH:27][CH:26]=2)O1.C(=O)([O-])[O-].[Cs+].[Cs+]. (5) Given the product [CH3:12][CH:13]([CH3:30])[CH2:14][C:15]([O:17][CH2:18][O:19][C:20]([NH:11][CH2:10][C@H:2]1[CH2:3][CH2:4][C@H:5]([C:7]([OH:9])=[O:8])[CH2:6][CH2:1]1)=[O:21])=[O:16], predict the reactants needed to synthesize it. The reactants are: [CH2:1]1[CH2:6][C@H:5]([C:7]([OH:9])=[O:8])[CH2:4][CH2:3][C@H:2]1[CH2:10][NH2:11].[CH3:12][CH:13]([CH3:30])[CH2:14][C:15]([O:17][CH2:18][O:19][C:20](ON1C(=O)CCC1=O)=[O:21])=[O:16]. (6) Given the product [CH:1]([O:4][C:5]1[CH:6]=[C:7]2[C:11](=[CH:12][CH:13]=1)[NH:10][C:9]([CH3:14])=[C:8]2[CH:15]=[O:17])([CH3:3])[CH3:2], predict the reactants needed to synthesize it. The reactants are: [CH:1]([O:4][C:5]1[CH:6]=[C:7]2[C:11](=[CH:12][CH:13]=1)[NH:10][C:9]([CH3:14])=[CH:8]2)([CH3:3])[CH3:2].[CH2:15]([O:17]C1C=C2C(=CC=1)NC(C)=C2C=O)C. (7) Given the product [CH2:13]([C:4]1[C:3]([C:15]([O:17][N:26]2[C:27]3=[N:32][CH:31]=[CH:30][CH:29]=[C:28]3[N:33]=[N:34]2)=[O:16])=[C:2]([NH2:1])[N:6]([CH:7]2[CH2:12][CH2:11][S:10][CH2:9][CH2:8]2)[N:5]=1)[CH3:14], predict the reactants needed to synthesize it. The reactants are: [NH2:1][C:2]1[N:6]([CH:7]2[CH2:12][CH2:11][S:10][CH2:9][CH2:8]2)[N:5]=[C:4]([CH2:13][CH3:14])[C:3]=1[C:15]([OH:17])=[O:16].CN(C(O[N:26]1[N:34]=[N:33][C:28]2[CH:29]=[CH:30][CH:31]=[N:32][C:27]1=2)=[N+](C)C)C.F[P-](F)(F)(F)(F)F.C1C=NC2N(O)N=NC=2C=1.CCN(C(C)C)C(C)C.